From a dataset of Merck oncology drug combination screen with 23,052 pairs across 39 cell lines. Regression. Given two drug SMILES strings and cell line genomic features, predict the synergy score measuring deviation from expected non-interaction effect. (1) Drug 2: Cc1nc(Nc2ncc(C(=O)Nc3c(C)cccc3Cl)s2)cc(N2CCN(CCO)CC2)n1. Drug 1: CC(=O)OC1C(=O)C2(C)C(O)CC3OCC3(OC(C)=O)C2C(OC(=O)c2ccccc2)C2(O)CC(OC(=O)C(O)C(NC(=O)c3ccccc3)c3ccccc3)C(C)=C1C2(C)C. Synergy scores: synergy=29.4. Cell line: DLD1. (2) Drug 1: CS(=O)(=O)CCNCc1ccc(-c2ccc3ncnc(Nc4ccc(OCc5cccc(F)c5)c(Cl)c4)c3c2)o1. Drug 2: Cc1nc(Nc2ncc(C(=O)Nc3c(C)cccc3Cl)s2)cc(N2CCN(CCO)CC2)n1. Cell line: CAOV3. Synergy scores: synergy=32.0. (3) Drug 1: COC12C(COC(N)=O)C3=C(C(=O)C(C)=C(N)C3=O)N1CC1NC12. Drug 2: CNC(=O)c1cc(Oc2ccc(NC(=O)Nc3ccc(Cl)c(C(F)(F)F)c3)cc2)ccn1. Cell line: MSTO. Synergy scores: synergy=-6.97. (4) Synergy scores: synergy=3.87. Drug 2: O=C(O)C1(Cc2cccc(Nc3nccs3)n2)CCC(Oc2cccc(Cl)c2F)CC1. Drug 1: CN(C)C(=N)N=C(N)N. Cell line: MDAMB436. (5) Synergy scores: synergy=-4.14. Cell line: UWB1289. Drug 1: COc1cccc2c1C(=O)c1c(O)c3c(c(O)c1C2=O)CC(O)(C(=O)CO)CC3OC1CC(N)C(O)C(C)O1. Drug 2: CNC(=O)c1cc(Oc2ccc(NC(=O)Nc3ccc(Cl)c(C(F)(F)F)c3)cc2)ccn1. (6) Drug 1: Cn1nnc2c(C(N)=O)ncn2c1=O. Drug 2: C=CCn1c(=O)c2cnc(Nc3ccc(N4CCN(C)CC4)cc3)nc2n1-c1cccc(C(C)(C)O)n1. Cell line: UACC62. Synergy scores: synergy=15.4.